Dataset: Catalyst prediction with 721,799 reactions and 888 catalyst types from USPTO. Task: Predict which catalyst facilitates the given reaction. (1) Reactant: [Cl:1][C:2]1[CH:3]=[CH:4][C:5]2[NH:11][C:10](=S)[C@@H:9]([CH2:13][C:14]([O:16][CH2:17][CH3:18])=[O:15])[O:8][C@H:7]([C:19]3[C:20]([O:25][CH3:26])=[N:21][CH:22]=[CH:23][CH:24]=3)[C:6]=2[CH:27]=1.O.[NH2:29][NH2:30].ClC(Cl)C.[F:35][C:36]([F:47])([F:46])[C:37](O[C:37](=O)[C:36]([F:47])([F:46])[F:35])=O. Product: [Cl:1][C:2]1[CH:3]=[CH:4][C:5]2[N:11]3[C:37]([C:36]([F:47])([F:46])[F:35])=[N:29][N:30]=[C:10]3[C@@H:9]([CH2:13][C:14]([O:16][CH2:17][CH3:18])=[O:15])[O:8][C@H:7]([C:19]3[C:20]([O:25][CH3:26])=[N:21][CH:22]=[CH:23][CH:24]=3)[C:6]=2[CH:27]=1. The catalyst class is: 7. (2) Reactant: C1(P(C2C=CC=CC=2)C2C=CC=CC=2)C=CC=CC=1.BrN1C(=O)CCC1=O.[CH:28]1([CH2:33][CH:34]([C:38]2[CH:43]=[CH:42][C:41]([S:44]([CH2:47][CH3:48])(=[O:46])=[O:45])=[CH:40][CH:39]=2)[C:35]([OH:37])=O)[CH2:32][CH2:31][CH2:30][CH2:29]1.[NH2:49][C:50]1[CH:55]=[CH:54][CH:53]=[CH:52][N:51]=1. Product: [CH:28]1([CH2:33][CH:34]([C:38]2[CH:43]=[CH:42][C:41]([S:44]([CH2:47][CH3:48])(=[O:46])=[O:45])=[CH:40][CH:39]=2)[C:35]([NH:49][C:50]2[CH:55]=[CH:54][CH:53]=[CH:52][N:51]=2)=[O:37])[CH2:29][CH2:30][CH2:31][CH2:32]1. The catalyst class is: 2.